This data is from Peptide-MHC class I binding affinity with 185,985 pairs from IEDB/IMGT. The task is: Regression. Given a peptide amino acid sequence and an MHC pseudo amino acid sequence, predict their binding affinity value. This is MHC class I binding data. (1) The peptide sequence is HTQGYFPDW. The MHC is HLA-A23:01 with pseudo-sequence HLA-A23:01. The binding affinity (normalized) is 0.327. (2) The peptide sequence is ALVISVTSNY. The MHC is HLA-A33:01 with pseudo-sequence HLA-A33:01. The binding affinity (normalized) is 0.0840. (3) The peptide sequence is LVGKLNWASQIY. The MHC is Mamu-B08 with pseudo-sequence Mamu-B08. The binding affinity (normalized) is 0.331. (4) The peptide sequence is IRQSLDSWWTSL. The MHC is H-2-Ld with pseudo-sequence H-2-Ld. The binding affinity (normalized) is 0. (5) The peptide sequence is GKSEFTTFV. The MHC is H-2-Db with pseudo-sequence H-2-Db. The binding affinity (normalized) is 0. (6) The peptide sequence is PYCYDTNLL. The MHC is HLA-A01:01 with pseudo-sequence HLA-A01:01. The binding affinity (normalized) is 0. (7) The peptide sequence is RIQENHGFI. The MHC is HLA-A03:01 with pseudo-sequence HLA-A03:01. The binding affinity (normalized) is 0.0847. (8) The peptide sequence is TMITFRLRL. The MHC is HLA-E01:03 with pseudo-sequence HLA-E01:03. The binding affinity (normalized) is 0.281.